This data is from Forward reaction prediction with 1.9M reactions from USPTO patents (1976-2016). The task is: Predict the product of the given reaction. (1) The product is: [CH3:10][C:2]1[CH:7]=[CH:6][C:5]2[NH:8][C:19]3[CH2:20][CH2:21][N:16]([C:11]([O:13][CH2:14][CH3:15])=[O:12])[CH2:17][C:18]=3[C:4]=2[CH:3]=1. Given the reactants Cl.[C:2]1([CH3:10])[CH:7]=[CH:6][C:5]([NH:8]N)=[CH:4][CH:3]=1.[C:11]([N:16]1[CH2:21][CH2:20][C:19](=O)[CH2:18][CH2:17]1)([O:13][CH2:14][CH3:15])=[O:12], predict the reaction product. (2) Given the reactants [Br:1][C:2]1[CH:3]=[C:4](/[CH:8]=[CH:9]/[C:10]([OH:12])=O)[CH:5]=[CH:6][CH:7]=1.CN(C(ON1N=NC2C=CC=NC1=2)=[N+](C)C)C.F[P-](F)(F)(F)(F)F.CCN(C(C)C)C(C)C.Cl.[CH:47]1([N:51]2[CH2:56][CH2:55][NH:54][CH2:53][CH2:52]2)[CH2:50][CH2:49][CH2:48]1, predict the reaction product. The product is: [Br:1][C:2]1[CH:3]=[C:4](/[CH:8]=[CH:9]/[C:10]([N:54]2[CH2:55][CH2:56][N:51]([CH:47]3[CH2:50][CH2:49][CH2:48]3)[CH2:52][CH2:53]2)=[O:12])[CH:5]=[CH:6][CH:7]=1. (3) Given the reactants [C:1]([NH:7][NH:8][C:9]([NH:11][C@H:12]([C:16]([O:18][CH3:19])=[O:17])[CH:13]([CH3:15])[CH3:14])=[O:10])(=O)[CH2:2][CH2:3][CH:4]=[CH2:5].O.C([O-])(O)=O.[Na+], predict the reaction product. The product is: [CH2:2]([C:1]1[O:10][C:9]([NH:11][C@H:12]([C:16]([O:18][CH3:19])=[O:17])[CH:13]([CH3:15])[CH3:14])=[N:8][N:7]=1)[CH2:3][CH:4]=[CH2:5]. (4) Given the reactants C([O:4][CH2:5][C:6]1[C:11]([C:12]2[CH:17]=[C:16]([NH:18][C:19]3[CH:24]=[CH:23][C:22]([CH2:25][NH:26][CH2:27][CH2:28][O:29][CH3:30])=[CH:21][N:20]=3)[C:15](=[O:31])[N:14](C)[CH:13]=2)=[CH:10][CH:9]=[CH:8][C:7]=1[N:33]1[CH2:42][CH2:41][C:40]2[C:35](=[CH:36][CH:37]=[C:38]([C:43]([CH3:46])([CH3:45])[CH3:44])[CH:39]=2)[C:34]1=[O:47])(=O)C.[OH-].[Na+].CC(C)=O, predict the reaction product. The product is: [C:43]([C:38]1[CH:39]=[C:40]2[C:35](=[CH:36][CH:37]=1)[C:34](=[O:47])[N:33]([C:7]1[CH:8]=[CH:9][CH:10]=[C:11]([C:12]3[CH:17]=[C:16]([NH:18][C:19]4[CH:24]=[CH:23][C:22]([CH2:25][NH:26][CH2:27][CH2:28][O:29][CH3:30])=[CH:21][N:20]=4)[C:15](=[O:31])[NH:14][CH:13]=3)[C:6]=1[CH2:5][OH:4])[CH2:42][CH2:41]2)([CH3:46])([CH3:44])[CH3:45]. (5) The product is: [NH2:19][C:27]1[N:6]=[C:7]2[N:8]=[C:9]([O:15][CH3:16])[CH:10]=[C:11]([O:13][CH3:14])[N:12]2[N:24]=1. Given the reactants C(=NC(=O)O[NH:6][C:7]1[N:12]=[C:11]([O:13][CH3:14])[CH:10]=[C:9]([O:15][CH3:16])[N:8]=1)=S.Cl.[NH2:19]O.C([N:24]([CH:27](C)C)CC)(C)C, predict the reaction product. (6) The product is: [F:16][C:17]1[CH:23]=[C:22]([N+:24]([O-:26])=[O:25])[CH:21]=[CH:20][C:18]=1[NH:19][C:2]1[C:11]2[C:6](=[CH:7][C:8]([O:14][CH3:15])=[C:9]([O:12][CH3:13])[CH:10]=2)[N:5]=[CH:4][N:3]=1. Given the reactants Cl[C:2]1[C:11]2[C:6](=[CH:7][C:8]([O:14][CH3:15])=[C:9]([O:12][CH3:13])[CH:10]=2)[N:5]=[CH:4][N:3]=1.[F:16][C:17]1[CH:23]=[C:22]([N+:24]([O-:26])=[O:25])[CH:21]=[CH:20][C:18]=1[NH2:19].C(=O)([O-])[O-].[Cs+].[Cs+], predict the reaction product. (7) Given the reactants Br[C:2]1[CH:3]=N[NH:5][C:6]=1[C:7]([NH:9][C:10]1[CH:11]=[C:12]2[CH:18]=[C:17]([C:19]3[CH:24]=[CH:23][CH:22]=[CH:21][CH:20]=3)[NH:16][C:13]2=[N:14][CH:15]=1)=[O:8].CC1C(C2C=CC=CC=2)=NN[C:30]=1[C:31](NC1C=C2C=C(C3C=CC=CC=3)NC2=NC=1)=[O:32].C1(C2C=C(C(NC3C=C4C=C(C5C=CC=CC=5)NC4=NC=3)=O)NN=2)CC1.FC1C=C2C(=CC=1)NN=C2C(NC1C=C2C=C(C3C=CC=CC=3)NC2=NC=1)=O.C1(C2NC3=NC=C(NC(C4C=CN=CN=4)=O)C=C3C=2)C=CC=CC=1.FC1C(C(NC2C=C3C=C(C4C=CC=CC=4)NC3=NC=2)=O)=NC=CC=1.CC1C(C(NC2C=C3C=C(C4C=CC=CC=4)NC3=NC=2)=O)=C(C)ON=1.C1(C2NC3=NC=C(NC(C4N=NC=CC=4)=O)C=C3C=2)C=CC=CC=1.C1(C2NC3=NC=C(NC(C4C=NNN=4)=O)C=C3C=2)C=CC=CC=1.CC1C(C(NC2C=C3C=C(C4C=CC=CC=4)NC3=NC=2)=O)=NC=CC=1, predict the reaction product. The product is: [CH3:3][C:2]1[C:6]([C:7]([NH:9][C:10]2[CH:11]=[C:12]3[CH:18]=[C:17]([C:19]4[CH:24]=[CH:23][CH:22]=[CH:21][CH:20]=4)[NH:16][C:13]3=[N:14][CH:15]=2)=[O:8])=[N:5][O:32][C:31]=1[CH3:30]. (8) Given the reactants Cl[C:2]1[CH:16]=[C:5]2C(=O)[N:7]3[N:13]=[C:12]([Cl:14])[CH:11]=[C:8]3[C:9](=[O:10])[N:4]2N=1.NC1C=C[C:21]([F:24])=[CH:20][N:19]=1, predict the reaction product. The product is: [Cl:14][C:12]1[NH:13][N:7]=[C:8]([C:9]([NH:4][C:5]2[CH:16]=[CH:2][C:21]([F:24])=[CH:20][N:19]=2)=[O:10])[CH:11]=1. (9) Given the reactants Cl[C:2]1[N:7]=[C:6]([NH:8][C:9]2[CH:18]=[CH:17][CH:16]=[CH:15][C:10]=2[C:11]([NH:13][CH3:14])=[O:12])[C:5]([C:19]([F:22])([F:21])[F:20])=[CH:4][N:3]=1.[NH2:23][C:24]1[CH:42]=[CH:41][C:27]([CH2:28][P:29](=[O:40])([O:35][CH2:36][CH2:37][O:38][CH3:39])[O:30][CH2:31][CH2:32][O:33][CH3:34])=[CH:26][CH:25]=1, predict the reaction product. The product is: [CH3:14][NH:13][C:11]([C:10]1[CH:15]=[CH:16][CH:17]=[CH:18][C:9]=1[NH:8][C:6]1[C:5]([C:19]([F:22])([F:21])[F:20])=[CH:4][N:3]=[C:2]([NH:23][C:24]2[CH:25]=[CH:26][C:27]([CH2:28][P:29](=[O:40])([O:30][CH2:31][CH2:32][O:33][CH3:34])[O:35][CH2:36][CH2:37][O:38][CH3:39])=[CH:41][CH:42]=2)[N:7]=1)=[O:12]. (10) Given the reactants [F:1][C:2]1[CH:3]=[CH:4][C:5]([C:8]2[C:12](/[CH:13]=[CH:14]/[C:15]3[S:16][C:17]([C:20]([OH:22])=O)=[CH:18][N:19]=3)=[C:11]([CH3:23])[O:10][N:9]=2)=[N:6][CH:7]=1.[NH2:24][C:25]([CH3:29])([CH3:28])[CH2:26][OH:27], predict the reaction product. The product is: [OH:27][CH2:26][C:25]([NH:24][C:20]([C:17]1[S:16][C:15](/[CH:14]=[CH:13]/[C:12]2[C:8]([C:5]3[CH:4]=[CH:3][C:2]([F:1])=[CH:7][N:6]=3)=[N:9][O:10][C:11]=2[CH3:23])=[N:19][CH:18]=1)=[O:22])([CH3:29])[CH3:28].